From a dataset of Peptide-MHC class II binding affinity with 134,281 pairs from IEDB. Regression. Given a peptide amino acid sequence and an MHC pseudo amino acid sequence, predict their binding affinity value. This is MHC class II binding data. (1) The peptide sequence is KMDKLELKGMSYAMC. The MHC is DRB1_0802 with pseudo-sequence DRB1_0802. The binding affinity (normalized) is 0.357. (2) The binding affinity (normalized) is 0.197. The peptide sequence is EDVGYPIIIDQKYCP. The MHC is HLA-DPA10103-DPB10201 with pseudo-sequence HLA-DPA10103-DPB10201. (3) The peptide sequence is AGFKGRQGPKGEP. The MHC is DRB1_0401 with pseudo-sequence DRB1_0401. The binding affinity (normalized) is 0. (4) The peptide sequence is LANIAVDKAN. The MHC is DRB1_0401 with pseudo-sequence DRB1_0401. The binding affinity (normalized) is 0.0472. (5) The peptide sequence is PDAEKIVAAVIEKKL. The MHC is DRB1_0901 with pseudo-sequence DRB1_0901. The binding affinity (normalized) is 0.659.